From a dataset of Acute oral toxicity (LD50) regression data from Zhu et al.. Regression/Classification. Given a drug SMILES string, predict its toxicity properties. Task type varies by dataset: regression for continuous values (e.g., LD50, hERG inhibition percentage) or binary classification for toxic/non-toxic outcomes (e.g., AMES mutagenicity, cardiotoxicity, hepatotoxicity). Dataset: ld50_zhu. (1) The compound is CCOP(=S)(OCC)SC(c1ccccc1)c1ccc(Cl)cc1. The rat oral LD50 is 1.59, given as -log10 of the dose in mol/kg body weight (higher means more acutely toxic). (2) The compound is CCC(C)c1ccccc1O. The rat oral LD50 is 2.67, given as -log10 of the dose in mol/kg body weight (higher means more acutely toxic). (3) The molecule is N#Cc1cc(Cl)cc2[nH]c(C(F)(F)F)nc12. The rat oral LD50 is 4.71, given as -log10 of the dose in mol/kg body weight (higher means more acutely toxic). (4) The compound is OCCc1ccccc1. The rat oral LD50 is 1.83, given as -log10 of the dose in mol/kg body weight (higher means more acutely toxic). (5) The molecule is C=CCOC(=O)Cl. The rat oral LD50 is 2.69, given as -log10 of the dose in mol/kg body weight (higher means more acutely toxic). (6) The compound is CCCCOC(=O)CCCCCCCCC(=O)OCCCC. The rat oral LD50 is 1.29, given as -log10 of the dose in mol/kg body weight (higher means more acutely toxic). (7) The compound is CCOP(=S)(OCC)OC(=CCl)c1ccc(Cl)cc1Cl. The rat oral LD50 is 4.58, given as -log10 of the dose in mol/kg body weight (higher means more acutely toxic). (8) The molecule is N#CSCCSC#N. The rat oral LD50 is 3.46, given as -log10 of the dose in mol/kg body weight (higher means more acutely toxic).